From a dataset of Forward reaction prediction with 1.9M reactions from USPTO patents (1976-2016). Predict the product of the given reaction. (1) The product is: [F:1][C:2]([F:7])([F:6])[C:3]([N:5]=[S:40]([CH2:39][C:37]1[CH:36]=[CH:35][N:34]=[C:33]([NH:32][C:29]2[CH:28]=[C:27]([C:42]3[CH:47]=[CH:46][C:45]([F:48])=[CH:44][C:43]=3[O:49][CH3:50])[C:26]([F:25])=[CH:31][N:30]=2)[CH:38]=1)[CH3:41])=[O:4]. Given the reactants [F:1][C:2]([F:7])([F:6])[C:3]([NH2:5])=[O:4].CC(C)([O-])C.[Na+].BrN1C(C)(C)C(=O)N(Br)C1=O.[F:25][C:26]1[C:27]([C:42]2[CH:47]=[CH:46][C:45]([F:48])=[CH:44][C:43]=2[O:49][CH3:50])=[CH:28][C:29]([NH:32][C:33]2[CH:38]=[C:37]([CH2:39][S:40][CH3:41])[CH:36]=[CH:35][N:34]=2)=[N:30][CH:31]=1.S([O-])([O-])=O.[Na+].[Na+].[Cl-].[Na+], predict the reaction product. (2) Given the reactants [Br:1][C:2]1[C:11]2[C:6](=[CH:7][CH:8]=[C:9]([O:12][CH3:13])[CH:10]=2)[N:5]=[CH:4][C:3]=1[C:14]([O:16]CC)=[O:15].[OH-].[Na+].Cl, predict the reaction product. The product is: [Br:1][C:2]1[C:11]2[C:6](=[CH:7][CH:8]=[C:9]([O:12][CH3:13])[CH:10]=2)[N:5]=[CH:4][C:3]=1[C:14]([OH:16])=[O:15]. (3) Given the reactants [OH:1][CH2:2][CH:3]1[CH2:7][CH2:6][N:5]([C:8]([O:10][C:11]([CH3:14])([CH3:13])[CH3:12])=[O:9])[CH2:4]1.[H-].[Na+].Cl[CH2:18][CH:19]1[CH2:21][CH2:20]1.O, predict the reaction product. The product is: [CH:19]1([CH2:18][O:1][CH2:2][CH:3]2[CH2:7][CH2:6][N:5]([C:8]([O:10][C:11]([CH3:14])([CH3:13])[CH3:12])=[O:9])[CH2:4]2)[CH2:21][CH2:20]1. (4) The product is: [F:35][C:36]1([F:42])[CH2:41][CH2:40][N:39]([C:2]2[CH:34]=[CH:33][C:5]([CH2:6][N:7]3[C:11]4[CH:12]=[C:13]([O:16][CH2:17][C:18]5[CH:22]=[CH:21][N:20]([CH3:23])[N:19]=5)[CH:14]=[CH:15][C:10]=4[N:9]=[C:8]3[C@H:24]3[CH2:29][CH2:28][CH2:27][CH2:26][C@H:25]3[C:30]([OH:32])=[O:31])=[CH:4][CH:3]=2)[CH2:38][CH2:37]1. Given the reactants Br[C:2]1[CH:34]=[CH:33][C:5]([CH2:6][N:7]2[C:11]3[CH:12]=[C:13]([O:16][CH2:17][C:18]4[CH:22]=[CH:21][N:20]([CH3:23])[N:19]=4)[CH:14]=[CH:15][C:10]=3[N:9]=[C:8]2[C@H:24]2[CH2:29][CH2:28][CH2:27][CH2:26][C@H:25]2[C:30]([OH:32])=[O:31])=[CH:4][CH:3]=1.[F:35][C:36]1([F:42])[CH2:41][CH2:40][NH:39][CH2:38][CH2:37]1, predict the reaction product. (5) The product is: [CH2:1]([O:3][C:4](=[O:18])[CH2:5][CH2:6][C:7]1[C:11]2[CH:12]=[C:13]([CH:16]=[C:23]3[S:19][C:20](=[O:25])[NH:21][C:22]3=[O:24])[CH:14]=[CH:15][C:10]=2[O:9][CH:8]=1)[CH3:2]. Given the reactants [CH2:1]([O:3][C:4](=[O:18])[CH2:5][CH2:6][C:7]1[C:11]2[CH:12]=[C:13]([CH:16]=O)[CH:14]=[CH:15][C:10]=2[O:9][CH:8]=1)[CH3:2].[S:19]1[CH2:23][C:22](=[O:24])[NH:21][C:20]1=[O:25], predict the reaction product.